This data is from Peptide-MHC class II binding affinity with 134,281 pairs from IEDB. The task is: Regression. Given a peptide amino acid sequence and an MHC pseudo amino acid sequence, predict their binding affinity value. This is MHC class II binding data. (1) The peptide sequence is PKGFYASPSVKTSLV. The MHC is H-2-IAb with pseudo-sequence H-2-IAb. The binding affinity (normalized) is 0.592. (2) The peptide sequence is NYEQQEQASQQILSS. The MHC is DRB1_0405 with pseudo-sequence DRB1_0405. The binding affinity (normalized) is 0.144. (3) The peptide sequence is SKMSVVMRNTTWEGQ. The MHC is DRB1_0701 with pseudo-sequence DRB1_0701. The binding affinity (normalized) is 0.422. (4) The peptide sequence is PRQGLAVLRKVKRVV. The MHC is H-2-IEd with pseudo-sequence H-2-IEd. The binding affinity (normalized) is 0.305. (5) The peptide sequence is CKTLTPLMSSKFPEL. The MHC is DRB1_0802 with pseudo-sequence DRB1_0802. The binding affinity (normalized) is 0.453. (6) The peptide sequence is LELLQRRFGGTVIRN. The MHC is DRB1_0404 with pseudo-sequence DRB1_0404. The binding affinity (normalized) is 0.471. (7) The peptide sequence is GELQITDKIDAAFKI. The MHC is DRB1_0701 with pseudo-sequence DRB1_0701. The binding affinity (normalized) is 0.650. (8) The peptide sequence is VTYALNTITNLKVQLKK. The MHC is HLA-DQA10303-DQB10402 with pseudo-sequence HLA-DQA10303-DQB10402. The binding affinity (normalized) is 0.191. (9) The peptide sequence is PQQPFPQQPQQPYPQQP. The MHC is HLA-DQA10101-DQB10501 with pseudo-sequence HLA-DQA10101-DQB10501. The binding affinity (normalized) is 0.140. (10) The peptide sequence is FIKVRQYDQILIEICGKKAIGTV. The MHC is DRB3_0101 with pseudo-sequence DRB3_0101. The binding affinity (normalized) is 0.418.